From a dataset of Peptide-MHC class I binding affinity with 185,985 pairs from IEDB/IMGT. Regression. Given a peptide amino acid sequence and an MHC pseudo amino acid sequence, predict their binding affinity value. This is MHC class I binding data. The MHC is HLA-A24:02 with pseudo-sequence HLA-A24:02. The peptide sequence is AMNLIANIF. The binding affinity (normalized) is 0.392.